This data is from Forward reaction prediction with 1.9M reactions from USPTO patents (1976-2016). The task is: Predict the product of the given reaction. (1) Given the reactants [Cl:1][C:2]1[CH:7]=[C:6]([OH:8])[CH:5]=[CH:4][C:3]=1[NH:9][C:10](=[O:19])[C:11]1[CH:16]=[CH:15][C:14]([O:17][CH3:18])=[CH:13][CH:12]=1.[C:20](=O)([O-])[O-].[K+].[K+].CI.Cl, predict the reaction product. The product is: [Cl:1][C:2]1[CH:7]=[C:6]([O:8][CH3:20])[CH:5]=[CH:4][C:3]=1[NH:9][C:10](=[O:19])[C:11]1[CH:16]=[CH:15][C:14]([O:17][CH3:18])=[CH:13][CH:12]=1. (2) Given the reactants [NH3:1].[F:2][C:3]1[CH:30]=[C:29]2[C:6]([CH:7]([CH2:31][C:32](O)=[O:33])[CH2:8][C:9]32[CH2:14][CH2:13][N:12]([C:15](=[O:28])/[CH:16]=[CH:17]/[C:18]2[CH:23]=[CH:22][CH:21]=[CH:20][C:19]=2[C:24]([F:27])([F:26])[F:25])[CH2:11][CH2:10]3)=[CH:5][CH:4]=1, predict the reaction product. The product is: [F:2][C:3]1[CH:30]=[C:29]2[C:6]([CH:7]([CH2:31][C:32]([NH2:1])=[O:33])[CH2:8][C:9]32[CH2:10][CH2:11][N:12]([C:15](=[O:28])/[CH:16]=[CH:17]/[C:18]2[CH:23]=[CH:22][CH:21]=[CH:20][C:19]=2[C:24]([F:26])([F:25])[F:27])[CH2:13][CH2:14]3)=[CH:5][CH:4]=1. (3) Given the reactants C[O:2][C:3]([C:5]1([CH3:24])[CH:9]([C:10]2[CH:15]=[CH:14][C:13]([Cl:16])=[CH:12][CH:11]=2)[CH2:8][N:7]([CH2:17][C:18]2[CH:23]=[CH:22][CH:21]=[CH:20][CH:19]=2)[CH2:6]1)=[O:4].O[Li].O, predict the reaction product. The product is: [CH2:17]([N:7]1[CH2:8][CH:9]([C:10]2[CH:11]=[CH:12][C:13]([Cl:16])=[CH:14][CH:15]=2)[C:5]([CH3:24])([C:3]([OH:4])=[O:2])[CH2:6]1)[C:18]1[CH:19]=[CH:20][CH:21]=[CH:22][CH:23]=1. (4) Given the reactants [S:1]1[CH:5]=[CH:4][CH:3]=[C:2]1[C:6]1[CH:11]=[CH:10][CH:9]=[CH:8][C:7]=1[NH2:12].[CH3:13][O:14][C:15]1[CH:20]=[C:19]([O:21][CH3:22])[CH:18]=[CH:17][C:16]=1[C:23]1[CH:28]=[CH:27][CH:26]=[C:25]([C:29](Cl)=[O:30])[CH:24]=1, predict the reaction product. The product is: [S:1]1[CH:5]=[CH:4][CH:3]=[C:2]1[C:6]1[CH:11]=[CH:10][CH:9]=[CH:8][C:7]=1[NH:12][C:29]([C:25]1[CH:24]=[C:23]([C:16]2[CH:17]=[CH:18][C:19]([O:21][CH3:22])=[CH:20][C:15]=2[O:14][CH3:13])[CH:28]=[CH:27][CH:26]=1)=[O:30]. (5) Given the reactants [NH2:1][C@:2]12[CH2:45][CH2:44][C@@H:43]([C:46]([CH3:48])=[CH2:47])[C@@H:3]1[C@@H:4]1[C@@:17]([CH3:20])([CH2:18][CH2:19]2)[C@@:16]2([CH3:21])[C@@H:7]([C@:8]3([CH3:42])[C@@H:13]([CH2:14][CH2:15]2)[C:12]([CH3:23])([CH3:22])[C:11]([C:24]2[CH2:29][CH2:28][C@@:27]([CH2:40][F:41])([C:30]([O:32][CH2:33][C:34]4[CH:39]=[CH:38][CH:37]=[CH:36][CH:35]=4)=[O:31])[CH2:26][CH:25]=2)=[CH:10][CH2:9]3)[CH2:6][CH2:5]1.[CH:49]1([C:52]([CH:57]2[CH2:59][CH2:58]2)([OH:56])[CH2:53][CH:54]=O)[CH2:51][CH2:50]1.C(=O)(O)[O-].[Na+], predict the reaction product. The product is: [CH:49]1([C:52]([CH:57]2[CH2:59][CH2:58]2)([OH:56])[CH2:53][CH2:54][NH:1][C@:2]23[CH2:45][CH2:44][C@@H:43]([C:46]([CH3:48])=[CH2:47])[C@@H:3]2[C@@H:4]2[C@@:17]([CH3:20])([CH2:18][CH2:19]3)[C@@:16]3([CH3:21])[C@@H:7]([C@:8]4([CH3:42])[C@@H:13]([CH2:14][CH2:15]3)[C:12]([CH3:22])([CH3:23])[C:11]([C:24]3[CH2:29][CH2:28][C@@:27]([CH2:40][F:41])([C:30]([O:32][CH2:33][C:34]5[CH:35]=[CH:36][CH:37]=[CH:38][CH:39]=5)=[O:31])[CH2:26][CH:25]=3)=[CH:10][CH2:9]4)[CH2:6][CH2:5]2)[CH2:51][CH2:50]1. (6) The product is: [C:1]([O:5][CH2:18][CH:19]1[O:21][CH2:20]1)(=[O:4])[CH:2]=[CH2:3]. Given the reactants [C:1]([OH:5])(=[O:4])[CH:2]=[CH2:3].[Na+].C1[C:20]2[C:19](=[O:21])[C:18]3[C:20](=CC=CC=3)[C:19](=[O:21])[C:18]=2C=CC=1S([O-])(=O)=O.N(CCO)(CCO)CCO, predict the reaction product.